Predict the product of the given reaction. From a dataset of Forward reaction prediction with 1.9M reactions from USPTO patents (1976-2016). (1) Given the reactants [CH3:1][C:2]1[C:6]([B:7]2[O:11][C:10]([CH3:13])([CH3:12])[C:9]([CH3:15])([CH3:14])[O:8]2)=[C:5]([CH3:16])[NH:4][N:3]=1.Br[CH2:18][CH2:19][O:20][CH3:21], predict the reaction product. The product is: [CH3:21][O:20][CH2:19][CH2:18][N:3]1[C:2]([CH3:1])=[C:6]([B:7]2[O:11][C:10]([CH3:12])([CH3:13])[C:9]([CH3:15])([CH3:14])[O:8]2)[C:5]([CH3:16])=[N:4]1. (2) Given the reactants Cl.[F:2][C:3]1[CH:4]=[CH:5][C:6]2[N:15]=[C:14]([NH2:16])[C:13]3[CH:12]=[C:11]([CH3:17])[S:10][C:9]=3[NH:8][C:7]=2[CH:18]=1.[NH:19]1[CH2:24][CH2:23]N[CH2:21][C@@H:20]1[CH2:25][CH2:26][OH:27].C(N(C(C)C)CC)(C)C.CS(C)=O, predict the reaction product. The product is: [NH3:8].[CH3:26][OH:27].[F:2][C:3]1[CH:4]=[CH:5][C:6]2[N:15]=[C:14]([N:16]3[CH2:23][CH2:24][NH:19][C@@H:20]([CH2:25][CH2:26][OH:27])[CH2:21]3)[C:13]3[CH:12]=[C:11]([CH3:17])[S:10][C:9]=3[NH:8][C:7]=2[CH:18]=1. (3) Given the reactants [CH2:1]([C@:3]([OH:15])([CH2:7][C:8]1[CH:13]=[CH:12][CH:11]=[CH:10][C:9]=1F)[C:4]([OH:6])=[O:5])[CH3:2].[CH3:16]N(C=O)C.C1(C)C=CC=CC=1.[H-].[Na+], predict the reaction product. The product is: [CH2:1]([C@@:3]1([C:4]([O:6][CH3:16])=[O:5])[CH2:7][C:8]2[CH:13]=[CH:12][CH:11]=[CH:10][C:9]=2[O:15]1)[CH3:2].